Dataset: Full USPTO retrosynthesis dataset with 1.9M reactions from patents (1976-2016). Task: Predict the reactants needed to synthesize the given product. (1) Given the product [CH:4]([C:5]1[O:13][C:12]2[C:11]([C:14]3[CH:15]=[C:16]([CH:26]=[CH:27][CH:28]=3)[O:17][C:18]3[CH:25]=[CH:24][CH:23]=[CH:22][C:19]=3[C:20]#[N:21])=[CH:10][N:9]=[CH:8][C:7]=2[CH:6]=1)=[O:3], predict the reactants needed to synthesize it. The reactants are: C([O:3][CH:4](OCC)[C:5]1[O:13][C:12]2[C:11]([C:14]3[CH:15]=[C:16]([CH:26]=[CH:27][CH:28]=3)[O:17][C:18]3[CH:25]=[CH:24][CH:23]=[CH:22][C:19]=3[C:20]#[N:21])=[CH:10][N:9]=[CH:8][C:7]=2[CH:6]=1)C.Cl.C(=O)(O)[O-].[Na+]. (2) Given the product [Cl:51][C:52]1[CH:53]=[C:54]([CH:62]=[CH:63][CH:64]=1)[O:55][CH:56]1[CH2:57][CH2:58][N:59]([C:25](=[O:27])[CH2:24][NH:23][C:21]([C:18]2[CH:17]=[C:16]([C:10]3[CH:11]=[CH:12][CH:13]=[CH:14][CH:15]=3)[NH:20][N:19]=2)=[O:22])[CH2:60][CH2:61]1, predict the reactants needed to synthesize it. The reactants are: CCN(C(C)C)C(C)C.[C:10]1([C:16]2[NH:20][N:19]=[C:18]([C:21]([NH:23][CH2:24][C:25]([OH:27])=O)=[O:22])[CH:17]=2)[CH:15]=[CH:14][CH:13]=[CH:12][CH:11]=1.C1C=CC2N(O)N=NC=2C=1.CCN=C=NCCCN(C)C.Cl.Cl.[Cl:51][C:52]1[CH:53]=[C:54]([CH:62]=[CH:63][CH:64]=1)[O:55][CH:56]1[CH2:61][CH2:60][NH:59][CH2:58][CH2:57]1.Cl.ClC1C=CC=CC=1OC1CCNCC1.